Dataset: Forward reaction prediction with 1.9M reactions from USPTO patents (1976-2016). Task: Predict the product of the given reaction. Given the reactants [Li+].[OH-].[Cl-:3].C([O:7][C:8]1[CH:13]=[CH:12][C:11]2[S:14][C:15]3[C:16]4[C:21]([N+:22]([CH3:29])=[C:23]5[C:28]=3[CH:27]=[CH:26][CH:25]=[CH:24]5)=[CH:20][CH:19]=[CH:18][C:17]=4[C:10]=2[CH:9]=1)(=O)C, predict the reaction product. The product is: [Cl-:3].[OH:7][C:8]1[CH:13]=[CH:12][C:11]2[S:14][C:15]3[C:16]4[C:21]([N+:22]([CH3:29])=[C:23]5[C:28]=3[CH:27]=[CH:26][CH:25]=[CH:24]5)=[CH:20][CH:19]=[CH:18][C:17]=4[C:10]=2[CH:9]=1.